This data is from Forward reaction prediction with 1.9M reactions from USPTO patents (1976-2016). The task is: Predict the product of the given reaction. (1) Given the reactants Cl[C:2]1[CH:3]=[CH:4][C:5]([O:28][CH3:29])=[C:6]([C:8]2[C:17]3[C:12](=[CH:13][C:14]([S:18]([NH:21][C:22]4[CH:27]=[CH:26][N:25]=[CH:24][N:23]=4)(=[O:20])=[O:19])=[CH:15][CH:16]=3)[CH:11]=[CH:10][N:9]=2)[CH:7]=1.[F:30][C:31]([F:42])([F:41])[C:32]1[CH:33]=[C:34](B(O)O)[CH:35]=[CH:36][CH:37]=1.C1(P(C2CCCCC2)C2C=CC=CC=2C2C(OC)=CC=CC=2OC)CCCCC1.P([O-])([O-])([O-])=O.[K+].[K+].[K+], predict the reaction product. The product is: [CH3:29][O:28][C:5]1[CH:4]=[CH:3][C:2]([C:36]2[CH:35]=[CH:34][CH:33]=[C:32]([C:31]([F:42])([F:41])[F:30])[CH:37]=2)=[CH:7][C:6]=1[C:8]1[C:17]2[C:12](=[CH:13][C:14]([S:18]([NH:21][C:22]3[CH:27]=[CH:26][N:25]=[CH:24][N:23]=3)(=[O:20])=[O:19])=[CH:15][CH:16]=2)[CH:11]=[CH:10][N:9]=1. (2) Given the reactants [CH2:1]([NH:8][C:9]1[N:14]2[N:15]=[CH:16][C:17]([C:18](O)=[O:19])=[C:13]2[N:12]=[CH:11][C:10]=1[C:21]([N:23]1[CH2:28][CH2:27][CH:26]([C:29]2[CH:34]=[CH:33][CH:32]=[CH:31][CH:30]=2)[CH:25]([CH3:35])[CH2:24]1)=[O:22])[C:2]1[CH:7]=[CH:6][CH:5]=[CH:4][CH:3]=1.[CH3:36][S:37]([NH2:40])(=[O:39])=[O:38], predict the reaction product. The product is: [CH2:1]([NH:8][C:9]1[N:14]2[N:15]=[CH:16][C:17]([C:18]([NH:40][S:37]([CH3:36])(=[O:39])=[O:38])=[O:19])=[C:13]2[N:12]=[CH:11][C:10]=1[C:21]([N:23]1[CH2:28][CH2:27][CH:26]([C:29]2[CH:34]=[CH:33][CH:32]=[CH:31][CH:30]=2)[CH:25]([CH3:35])[CH2:24]1)=[O:22])[C:2]1[CH:3]=[CH:4][CH:5]=[CH:6][CH:7]=1. (3) Given the reactants [CH3:1][O:2][C:3]1[CH:23]=[CH:22][C:6]([CH2:7][NH:8][S:9]([C:12]2[CH:21]=[CH:20][C:15]([C:16]([O:18]C)=[O:17])=[CH:14][CH:13]=2)(=[O:11])=[O:10])=[CH:5][CH:4]=1.Br[CH2:25][C:26]1[CH:31]=[CH:30][CH:29]=[C:28]([Cl:32])[CH:27]=1, predict the reaction product. The product is: [Cl:32][C:28]1[CH:27]=[C:26]([CH:31]=[CH:30][CH:29]=1)[CH2:25][N:8]([CH2:7][C:6]1[CH:5]=[CH:4][C:3]([O:2][CH3:1])=[CH:23][CH:22]=1)[S:9]([C:12]1[CH:13]=[CH:14][C:15]([C:16]([OH:18])=[O:17])=[CH:20][CH:21]=1)(=[O:11])=[O:10]. (4) The product is: [Cl:6][C:7]1[CH:8]=[C:9]2[C:15]3[CH2:16][CH2:17][N:18]4[C:23]([C:14]=3[NH:13][C:10]2=[CH:11][CH:12]=1)=[CH:22][CH2:21][CH2:20][CH2:19]4. Given the reactants F[B-](F)(F)F.[Cl:6][C:7]1[CH:8]=[C:9]2[C:15]3[CH2:16][CH2:17][NH+:18]4[CH:23]([C:14]=3[NH:13][C:10]2=[CH:11][CH:12]=1)[CH2:22][CH2:21][CH2:20][CH2:19]4.[OH-].[Na+], predict the reaction product. (5) Given the reactants C([N:3](CC)CC)C.ClC(OCC)=O.[C:14]([CH2:17][N:18]1[C:27]2[C:22](=[CH:23][CH:24]=[CH:25][CH:26]=2)[CH2:21][CH:20]([NH:28][C:29]([C:31]2[NH:35][C:34]3[S:36][C:37]([Cl:39])=[CH:38][C:33]=3[CH:32]=2)=[O:30])[C:19]1=[O:40])([OH:16])=O.N, predict the reaction product. The product is: [Cl:39][C:37]1[S:36][C:34]2[NH:35][C:31]([C:29]([NH:28][CH:20]3[CH2:21][C:22]4[C:27](=[CH:26][CH:25]=[CH:24][CH:23]=4)[N:18]([CH2:17][C:14](=[O:16])[NH2:3])[C:19]3=[O:40])=[O:30])=[CH:32][C:33]=2[CH:38]=1.